From a dataset of Full USPTO retrosynthesis dataset with 1.9M reactions from patents (1976-2016). Predict the reactants needed to synthesize the given product. Given the product [ClH:1].[CH:4]1([NH:7][CH2:8][C@H:9]2[C@H:13]([OH:14])[CH2:12][N:11]([C:15]([O:17][CH2:18][C:19]3[CH:20]=[CH:21][CH:22]=[CH:23][CH:24]=3)=[O:16])[CH2:10]2)[CH2:6][CH2:5]1, predict the reactants needed to synthesize it. The reactants are: [ClH:1].CO.[CH:4]1([NH:7][CH2:8][C@H:9]2[C@H:13]([OH:14])[CH2:12][N:11]([C:15]([O:17][CH2:18][C:19]3[CH:24]=[CH:23][CH:22]=[CH:21][CH:20]=3)=[O:16])[CH2:10]2)[CH2:6][CH2:5]1.